Dataset: hERG Central: cardiac toxicity at 1µM, 10µM, and general inhibition. Task: Predict hERG channel inhibition at various concentrations. (1) The compound is COc1ccccc1C1CC(c2ccc(NS(C)(=O)=O)cc2)=NN1C(=O)c1ccccc1. Results: hERG_inhib (hERG inhibition (general)): blocker. (2) The drug is CCn1c(Sc2ccc([N+](=O)[O-])cn2)nnc1-c1ccco1. Results: hERG_inhib (hERG inhibition (general)): blocker. (3) The compound is CCOC(=O)C1=NN(C(=O)c2ccc(OC)cc2)C(O)(c2ccc(Cl)cc2)C1. Results: hERG_inhib (hERG inhibition (general)): blocker. (4) The drug is Nc1nc(CN2CCN(c3ccccn3)CC2)nc(Nc2ccc(Cl)cc2)n1. Results: hERG_inhib (hERG inhibition (general)): blocker. (5) The compound is Cc1cc(N2CCN(S(=O)(=O)c3ccc(Cl)cc3)CC2)c2ccccc2n1. Results: hERG_inhib (hERG inhibition (general)): blocker. (6) The compound is CCC(C(=O)NC1CC1)n1nc(C)c2c(C)n(-c3ccc(C)cc3)nc2c1=O. Results: hERG_inhib (hERG inhibition (general)): blocker. (7) The compound is Cc1cccc(N2CC(C(=O)OCc3ccc([N+](=O)[O-])cc3)CC2=O)c1. Results: hERG_inhib (hERG inhibition (general)): blocker.